This data is from HIV replication inhibition screening data with 41,000+ compounds from the AIDS Antiviral Screen. The task is: Binary Classification. Given a drug SMILES string, predict its activity (active/inactive) in a high-throughput screening assay against a specified biological target. (1) The compound is O=C(O)C1(Cc2ccccc2)Cc2ccccc2C1. The result is 0 (inactive). (2) The drug is CCN(CC)C(SCc1ccccc1)=C(C(Cl)=C(Cl)Cl)[N+](=O)[O-]. The result is 0 (inactive). (3) The drug is CN(N=Cc1cccc2cccnc12)c1c([N+](=O)[O-])cc([N+](=O)[O-])cc1[N+](=O)[O-]. The result is 0 (inactive).